This data is from Forward reaction prediction with 1.9M reactions from USPTO patents (1976-2016). The task is: Predict the product of the given reaction. (1) Given the reactants Cl[C:2]1[N:3]=[C:4]([N:24]2[CH2:29][CH2:28][O:27][CH2:26][CH2:25]2)[C:5]2[S:10][C:9]([C:11]([N:14]3[CH2:19][CH2:18][N:17]([S:20]([CH3:23])(=[O:22])=[O:21])[CH2:16][CH2:15]3)([CH3:13])[CH3:12])=[CH:8][C:6]=2[N:7]=1.[NH2:30][C:31]1[N:36]=[CH:35][C:34](B2OC(C)(C)C(C)(C)O2)=[CH:33][N:32]=1, predict the reaction product. The product is: [O:27]1[CH2:26][CH2:25][N:24]([C:4]2[C:5]3[S:10][C:9]([C:11]([N:14]4[CH2:19][CH2:18][N:17]([S:20]([CH3:23])(=[O:21])=[O:22])[CH2:16][CH2:15]4)([CH3:12])[CH3:13])=[CH:8][C:6]=3[N:7]=[C:2]([C:34]3[CH:33]=[N:32][C:31]([NH2:30])=[N:36][CH:35]=3)[N:3]=2)[CH2:29][CH2:28]1. (2) The product is: [Cl:65][C:63]1[N:62]=[C:61]([N:66]([C:74]([O:76][C:77]([CH3:80])([CH3:79])[CH3:78])=[O:75])[C:67]([O:69][C:70]([CH3:72])([CH3:71])[CH3:73])=[O:68])[N:60]=[C:59]2[N:58]([CH2:81][C:82]3[C:87]([CH3:88])=[C:86]([O:89][CH3:90])[C:85]([CH3:91])=[CH:84][N:83]=3)[N:57]=[C:56]([CH2:55][CH:54]([OH:53])[CH3:92])[C:64]=12. Given the reactants C[Mg]Br.ClC1N=C(N(C(OC(C)(C)C)=O)C(OC(C)(C)C)=O)N=C2N(CC3C(C)=C(OC)C(C)=CN=3)N=C(CC=O)C=12.CC1C=CC(S([O:53][CH:54]([C:92]#N)[CH2:55][C:56]2[C:64]3[C:59](=[N:60][C:61]([N:66]([C:74]([O:76][C:77]([CH3:80])([CH3:79])[CH3:78])=[O:75])[C:67]([O:69][C:70]([CH3:73])([CH3:72])[CH3:71])=[O:68])=[N:62][C:63]=3[Cl:65])[N:58]([CH2:81][C:82]3[C:87]([CH3:88])=[C:86]([O:89][CH3:90])[C:85]([CH3:91])=[CH:84][N:83]=3)[N:57]=2)(=O)=O)=CC=1.[Cl-].[NH4+], predict the reaction product.